Task: Predict the product of the given reaction.. Dataset: Forward reaction prediction with 1.9M reactions from USPTO patents (1976-2016) (1) The product is: [CH2:22]([O:29][CH2:2][CH2:3][NH:4][C:5]([C:7]1[S:8][CH:9]=[CH:10][C:11]=1[NH:12][C:13]1[CH:18]=[CH:17][N:16]=[C:15]2[NH:19][CH:20]=[CH:21][C:14]=12)=[O:6])[C:23]1[CH:28]=[CH:27][CH:26]=[CH:25][CH:24]=1. Given the reactants N[CH2:2][CH2:3][NH:4][C:5]([C:7]1[S:8][CH:9]=[CH:10][C:11]=1[NH:12][C:13]1[CH:18]=[CH:17][N:16]=[C:15]2[NH:19][CH:20]=[CH:21][C:14]=12)=[O:6].[CH2:22]([O:29]CCN)[C:23]1[CH:28]=[CH:27][CH:26]=[CH:25][CH:24]=1, predict the reaction product. (2) The product is: [C:13]([O:17][C:18](=[O:21])[CH2:19][C:6]1[C:5]([C:9]([F:12])([F:11])[F:10])=[CH:4][N:3]=[C:2]([Cl:1])[CH:7]=1)([CH3:16])([CH3:15])[CH3:14]. Given the reactants [Cl:1][C:2]1[CH:7]=[C:6](I)[C:5]([C:9]([F:12])([F:11])[F:10])=[CH:4][N:3]=1.[C:13]([O:17][C:18](=[O:21])[CH2:19]Br)([CH3:16])([CH3:15])[CH3:14], predict the reaction product.